From a dataset of Forward reaction prediction with 1.9M reactions from USPTO patents (1976-2016). Predict the product of the given reaction. Given the reactants [Br:1][C:2]1[CH:3]=[C:4]([O:10][C:11]2[C:12]([CH3:18])=[N:13][C:14]([CH3:17])=[CH:15][CH:16]=2)[C:5]([C:8]#[N:9])=[N:6][CH:7]=1.S(=O)(=O)(O)[OH:20].[OH-].[Na+], predict the reaction product. The product is: [CH3:18][C:12]1[C:11]([O:10][C:4]2[C:5]([C:8]([NH2:9])=[O:20])=[N:6][CH:7]=[C:2]([Br:1])[CH:3]=2)=[CH:16][CH:15]=[C:14]([CH3:17])[N:13]=1.